From a dataset of Forward reaction prediction with 1.9M reactions from USPTO patents (1976-2016). Predict the product of the given reaction. (1) Given the reactants [CH:1]1([N:7]2[CH2:11][CH2:10][CH:9]([CH2:12][C:13]3[CH:22]=[CH:21][CH:20]=[CH:19][C:14]=3[C:15](OC)=[O:16])[C:8]2=[O:23])[CH2:6][CH2:5][CH2:4][CH2:3][CH2:2]1.[H-].C([Al+]CC(C)C)C(C)C.C(C(C(C([O-])=O)O)O)([O-])=O.[K+].[Na+], predict the reaction product. The product is: [CH:1]1([N:7]2[CH2:11][CH2:10][CH:9]([CH2:12][C:13]3[CH:22]=[CH:21][CH:20]=[CH:19][C:14]=3[CH2:15][OH:16])[C:8]2=[O:23])[CH2:6][CH2:5][CH2:4][CH2:3][CH2:2]1. (2) Given the reactants [O-]CC.[Mg+2].[O-]CC.[C:8]([O:14][CH2:15][CH3:16])(=[O:13])[CH2:9][C:10]([OH:12])=O.[CH3:17][O:18][C:19]1[CH:27]=[CH:26][C:25]([O:28][CH3:29])=[CH:24][C:20]=1C(O)=O.C(N1C=CN=C1)(N1C=CN=C1)=O.C[O-].[Na+:44], predict the reaction product. The product is: [CH3:17][O:18][C:19]1[CH:27]=[CH:26][C:25]([O:28][CH3:29])=[CH:24][C:20]=1[C:10]([O-:12])=[CH:9][C:8]([O:14][CH2:15][CH3:16])=[O:13].[Na+:44]. (3) The product is: [C:29]([O:28][C:26]([N:11]1[CH2:12][CH2:13][CH2:14][CH2:15][CH:10]1[CH2:9][C:7]1[NH:8][C:4]2[CH:3]=[C:2]([F:1])[C:17]([F:18])=[CH:16][C:5]=2[N:6]=1)=[O:27])([CH3:32])([CH3:31])[CH3:30]. Given the reactants [F:1][C:2]1[C:17]([F:18])=[CH:16][C:5]2[NH:6][C:7]([CH2:9][CH:10]3[CH2:15][CH2:14][CH2:13][CH2:12][NH:11]3)=[N:8][C:4]=2[CH:3]=1.C(N(CC)CC)C.[C:26](O[C:26]([O:28][C:29]([CH3:32])([CH3:31])[CH3:30])=[O:27])([O:28][C:29]([CH3:32])([CH3:31])[CH3:30])=[O:27], predict the reaction product.